This data is from Catalyst prediction with 721,799 reactions and 888 catalyst types from USPTO. The task is: Predict which catalyst facilitates the given reaction. (1) Reactant: O.NN.[CH3:4][O:5][C:6]1[N:7]=[C:8]2[C:17](=[CH:18][CH:19]=1)[N:16]=[CH:15][C:14]1[NH:13][C:12](=[O:20])[CH:11]([C@H:21]3[CH2:26][CH2:25][C@H:24]([N:27]4C(=O)C5C(=CC=CC=5)C4=O)[CH2:23][CH2:22]3)[O:10][C:9]2=1. Product: [NH2:27][C@H:24]1[CH2:25][CH2:26][C@H:21]([CH:11]2[O:10][C:9]3[C:8]4[C:17](=[CH:18][CH:19]=[C:6]([O:5][CH3:4])[N:7]=4)[N:16]=[CH:15][C:14]=3[NH:13][C:12]2=[O:20])[CH2:22][CH2:23]1. The catalyst class is: 98. (2) Reactant: [Br:1][C:2]1[C:3]2[N:4]([CH:12]=[C:13]([C:15]([OH:17])=O)[N:14]=2)[CH:5]=[C:6]([C:8]([F:11])([F:10])[F:9])[CH:7]=1.Cl.CN(C)CCCN=C=NCC.C(O)(C)(C)C.[Cl:35][C:36]1[CH:41]=[CH:40][C:39]([O:42][CH3:43])=[CH:38][C:37]=1[S:44]([NH2:47])(=[O:46])=[O:45]. Product: [Br:1][C:2]1[C:3]2[N:4]([CH:12]=[C:13]([C:15]([NH:47][S:44]([C:37]3[CH:38]=[C:39]([O:42][CH3:43])[CH:40]=[CH:41][C:36]=3[Cl:35])(=[O:46])=[O:45])=[O:17])[N:14]=2)[CH:5]=[C:6]([C:8]([F:9])([F:10])[F:11])[CH:7]=1. The catalyst class is: 119. (3) Reactant: [Br:1][C:2]1[CH:3]=[C:4]2[C:8](=[C:9]([C:11](O)=[O:12])[CH:10]=1)[NH:7][CH:6]=[C:5]2[CH:14]1[CH2:18][CH2:17][S:16](=[O:20])(=[O:19])[CH2:15]1.C1C=CC2N(O)N=[N:27]C=2C=1.N.O1CCOCC1. Product: [Br:1][C:2]1[CH:3]=[C:4]2[C:8](=[C:9]([C:11]([NH2:27])=[O:12])[CH:10]=1)[NH:7][CH:6]=[C:5]2[CH:14]1[CH2:18][CH2:17][S:16](=[O:20])(=[O:19])[CH2:15]1. The catalyst class is: 39. (4) Reactant: CS(C)=O.[CH3:5][C:6]([O:9][C:10]([NH:12][CH:13]1[CH2:18][CH2:17][NH:16][CH2:15][CH2:14]1)=[O:11])([CH3:8])[CH3:7].[F:19][C:20]1[CH:25]=[C:24](F)[CH:23]=[C:22]([F:27])[CH:21]=1.C(=O)([O-])[O-].[K+].[K+]. Product: [F:19][C:20]1[CH:25]=[C:24]([N:16]2[CH2:15][CH2:14][CH:13]([NH:12][C:10](=[O:11])[O:9][C:6]([CH3:5])([CH3:7])[CH3:8])[CH2:18][CH2:17]2)[CH:23]=[C:22]([F:27])[CH:21]=1. The catalyst class is: 6.